Dataset: Full USPTO retrosynthesis dataset with 1.9M reactions from patents (1976-2016). Task: Predict the reactants needed to synthesize the given product. (1) Given the product [CH2:1]([N:3]1[C:8]2=[N:9][C:10]([NH:28][CH2:29][CH2:30][CH2:31][CH2:32][OH:33])=[N:11][CH:12]=[C:7]2[CH2:6][N:5]([C:16]2[CH:21]=[C:20]([O:22][CH3:23])[CH:19]=[C:18]([O:24][CH3:25])[C:17]=2[F:26])[C:4]1=[O:27])[CH3:2], predict the reactants needed to synthesize it. The reactants are: [CH2:1]([N:3]1[C:8]2=[N:9][C:10](S(C)=O)=[N:11][CH:12]=[C:7]2[CH2:6][N:5]([C:16]2[CH:21]=[C:20]([O:22][CH3:23])[CH:19]=[C:18]([O:24][CH3:25])[C:17]=2[F:26])[C:4]1=[O:27])[CH3:2].[NH2:28][CH2:29][CH2:30][CH2:31][CH2:32][OH:33]. (2) Given the product [OH:16][C:15]1[C:14]2[C:9](=[CH:10][C:11]3[O:19][CH2:18][O:17][C:12]=3[CH:13]=2)[N:8]=[CH:7][C:6]=1[C:4]([OH:5])=[O:3], predict the reactants needed to synthesize it. The reactants are: C([O:3][C:4]([C:6]1[CH:7]=[N:8][C:9]2[C:14]([C:15]=1[OH:16])=[CH:13][C:12]1[O:17][CH2:18][O:19][C:11]=1[CH:10]=2)=[O:5])C.[OH-].[K+]. (3) Given the product [F:1][C:2]1[CH:3]=[CH:4][C:5]([OH:11])=[C:6]([CH:10]=1)[C:7]([NH:15][C:14]1[CH:16]=[CH:17][C:18]([N+:20]([O-:22])=[O:21])=[CH:19][C:13]=1[Cl:12])=[O:9], predict the reactants needed to synthesize it. The reactants are: [F:1][C:2]1[CH:3]=[CH:4][C:5]([OH:11])=[C:6]([CH:10]=1)[C:7]([OH:9])=O.[Cl:12][C:13]1[CH:19]=[C:18]([N+:20]([O-:22])=[O:21])[CH:17]=[CH:16][C:14]=1[NH2:15]. (4) Given the product [CH2:28]([C:3]1[C:4]2[C:9](=[O:10])[N:8]([CH2:11][O:12][CH2:13][CH2:14][Si:15]([CH3:18])([CH3:17])[CH3:16])[N:7]=[CH:6][C:5]=2[N:19]([CH2:20][O:21][CH2:22][CH2:23][Si:24]([CH3:27])([CH3:26])[CH3:25])[C:2]=1[C:66]1[CH:67]=[CH:68][C:69]([O:70][CH3:71])=[C:64]([O:63][CH:60]2[CH2:61][CH2:62]2)[CH:65]=1)[CH2:29][CH2:30][CH3:31], predict the reactants needed to synthesize it. The reactants are: Br[C:2]1[N:19]([CH2:20][O:21][CH2:22][CH2:23][Si:24]([CH3:27])([CH3:26])[CH3:25])[C:5]2[CH:6]=[N:7][N:8]([CH2:11][O:12][CH2:13][CH2:14][Si:15]([CH3:18])([CH3:17])[CH3:16])[C:9](=[O:10])[C:4]=2[C:3]=1[CH2:28][CH2:29][CH2:30][CH3:31].BrC1N(COCC[Si](C)(C)C)C2C=NN(COCC[Si](C)(C)C)C(=O)C=2C=1C.[CH:60]1([O:63][C:64]2[CH:65]=[C:66](B3OC(C)(C)C(C)(C)O3)[CH:67]=[CH:68][C:69]=2[O:70][CH3:71])[CH2:62][CH2:61]1.C1(OC2C=C(B3OC(C)(C)C(C)(C)O3)C=CC=2OC(F)F)CC1.